The task is: Predict the reaction yield, written as a fraction of the theoretical maximum amount of product (1.0 means a 100% yield; for example, 0.34 means a 34% yield).. This data is from Reaction yield outcomes from USPTO patents with 853,638 reactions. (1) The reactants are [CH3:1][CH:2]1[CH2:4][CH:3]1[C:5]([OH:7])=O.CN(C)C=O.C(Cl)(=O)C(Cl)=O.Cl.[NH2:20][C:21]1[N:22]=[C:23]2[CH:28]=[CH:27][C:26]([O:29][C:30]3[CH:31]=[CH:32][C:33]([F:46])=[C:34]([NH:36][C:37]([C:39]4[N:43]([CH3:44])[N:42]=[C:41]([CH3:45])[CH:40]=4)=[O:38])[CH:35]=3)=[N:25][N:24]2[CH:47]=1. The catalyst is CN(C)C(=O)C.O1CCCC1. The product is [F:46][C:33]1[CH:32]=[CH:31][C:30]([O:29][C:26]2[CH:27]=[CH:28][C:23]3[N:24]([CH:47]=[C:21]([NH:20][C:5]([CH:3]4[CH2:4][CH:2]4[CH3:1])=[O:7])[N:22]=3)[N:25]=2)=[CH:35][C:34]=1[NH:36][C:37]([C:39]1[N:43]([CH3:44])[N:42]=[C:41]([CH3:45])[CH:40]=1)=[O:38]. The yield is 0.250. (2) The reactants are [CH:1]([N:4]([CH:7]([CH3:9])C)[CH2:5][CH3:6])([CH3:3])C.[CH:10]1[CH:11]=[CH:12][C:13]2N(O)N=N[C:14]=2[CH:15]=1.CN(C(O[N:28]1N=N[C:30]2[CH:31]=[CH:32]C=C[C:29]1=2)=[N+](C)C)C.F[P-](F)(F)(F)(F)F.CN(C=O)C.C(O)(C(F)(F)F)=O. The catalyst is ClCCl.CCOC(C)=O. The product is [CH2:7]([N:4]1[CH2:1][CH2:3][CH2:32][C@@H:31]2[CH2:30][CH2:29][NH:28][C@@H:6]2[CH2:5]1)[CH2:9][C:15]1[CH:14]=[CH:13][CH:12]=[CH:11][CH:10]=1. The yield is 0.790. (3) The reactants are [NH:1]([C:8]1[N:9]([C:21]2[CH:26]=[CH:25][CH:24]=[CH:23][CH:22]=2)[C:10]2[C:15]([C:16](=[O:18])[CH:17]=1)=[C:14](Cl)[N:13]=[C:12]([CH3:20])[CH:11]=2)[C:2]1[CH:7]=[CH:6][CH:5]=[CH:4][CH:3]=1.Cl.[CH2:28]([O:30][C:31](=[O:34])[CH2:32][NH2:33])[CH3:29]. The catalyst is CCO. The product is [NH:1]([C:8]1[N:9]([C:21]2[CH:26]=[CH:25][CH:24]=[CH:23][CH:22]=2)[C:10]2[C:15]([C:16](=[O:18])[CH:17]=1)=[C:14]([NH:33][CH2:32][C:31]([O:30][CH2:28][CH3:29])=[O:34])[N:13]=[C:12]([CH3:20])[CH:11]=2)[C:2]1[CH:7]=[CH:6][CH:5]=[CH:4][CH:3]=1. The yield is 0.460. (4) The reactants are C([O:8][C:9]1[CH:16]=[C:15]([O:17][CH3:18])[C:14]([O:19][CH3:20])=[CH:13][C:10]=1[CH:11]=[O:12])C1C=CC=CC=1. The catalyst is C(OCC)(=O)C.[Pd]. The product is [OH:8][C:9]1[CH:16]=[C:15]([O:17][CH3:18])[C:14]([O:19][CH3:20])=[CH:13][C:10]=1[CH:11]=[O:12]. The yield is 0.950. (5) The reactants are [NH2:1][C:2]1[N:7]=[C:6]([N:8]2[CH2:13][CH2:12][N:11]([C:14](=[O:24])[CH2:15][O:16][C:17]3[CH:22]=[CH:21][C:20]([Cl:23])=[CH:19][CH:18]=3)[CH2:10][CH2:9]2)[C:5]([NH2:25])=[C:4]([NH2:26])[N:3]=1.[Br:27][C:28]1[CH:35]=[CH:34][C:31]([CH:32]=O)=[CH:30][CH:29]=1. No catalyst specified. The product is [NH2:1][C:2]1[N:3]=[C:4]2[C:5]([N:25]=[C:32]([C:31]3[CH:34]=[CH:35][C:28]([Br:27])=[CH:29][CH:30]=3)[NH:26]2)=[C:6]([N:8]2[CH2:9][CH2:10][N:11]([C:14](=[O:24])[CH2:15][O:16][C:17]3[CH:18]=[CH:19][C:20]([Cl:23])=[CH:21][CH:22]=3)[CH2:12][CH2:13]2)[N:7]=1. The yield is 0.740. (6) The reactants are [BH4-].[Na+].[CH3:3][CH:4]([CH3:16])[C:5](=[O:15])[CH2:6][CH2:7][NH:8][C:9]1[CH:14]=[CH:13][CH:12]=[CH:11][CH:10]=1. The catalyst is CO. The product is [CH3:3][CH:4]([CH3:16])[CH:5]([OH:15])[CH2:6][CH2:7][NH:8][C:9]1[CH:14]=[CH:13][CH:12]=[CH:11][CH:10]=1. The yield is 0.230. (7) The reactants are [CH:1]([C:4]1[CH:9]=[CH:8][C:7]([CH:10]2[C:14]3[C:15]([CH3:22])=[C:16]([OH:21])[C:17]([CH3:20])=[C:18]([CH3:19])[C:13]=3[O:12][C:11]2([CH3:24])[CH3:23])=[CH:6][CH:5]=1)([CH3:3])[CH3:2].CS(O[CH2:30][CH2:31][CH:32]([C:39]1[CH:44]=[CH:43][CH:42]=[CH:41][CH:40]=1)[C:33]1[CH:38]=[CH:37][CH:36]=[CH:35][CH:34]=1)(=O)=O. No catalyst specified. The product is [C:33]1([CH:32]([C:39]2[CH:40]=[CH:41][CH:42]=[CH:43][CH:44]=2)[CH2:31][CH2:30][O:21][C:16]2[C:17]([CH3:20])=[C:18]([CH3:19])[C:13]3[O:12][C:11]([CH3:24])([CH3:23])[CH:10]([C:7]4[CH:8]=[CH:9][C:4]([CH:1]([CH3:3])[CH3:2])=[CH:5][CH:6]=4)[C:14]=3[C:15]=2[CH3:22])[CH:38]=[CH:37][CH:36]=[CH:35][CH:34]=1. The yield is 0.550. (8) The reactants are [CH3:1][O:2][C:3]1[CH:4]=[C:5]2[C:10](=[CH:11][C:12]=1[O:13][CH3:14])[N:9]=[CH:8][N:7]=[C:6]2[O:15][C:16]1[CH:22]=[CH:21][C:19]([NH2:20])=[CH:18][CH:17]=1.ClC(Cl)(O[C:27](=[O:33])OC(Cl)(Cl)Cl)Cl.[CH2:35]([N:42]1[CH2:46][CH2:45][C@@H:44]([NH2:47])[CH2:43]1)[C:36]1[CH:41]=[CH:40][CH:39]=[CH:38][CH:37]=1.C(=O)([O-])O.[Na+]. The catalyst is C(N(CC)CC)C.C(Cl)(Cl)Cl. The product is [CH2:35]([N:42]1[CH2:46][CH2:45][C@@H:44]([NH:47][C:27]([NH:20][C:19]2[CH:21]=[CH:22][C:16]([O:15][C:6]3[C:5]4[C:10](=[CH:11][C:12]([O:13][CH3:14])=[C:3]([O:2][CH3:1])[CH:4]=4)[N:9]=[CH:8][N:7]=3)=[CH:17][CH:18]=2)=[O:33])[CH2:43]1)[C:36]1[CH:37]=[CH:38][CH:39]=[CH:40][CH:41]=1. The yield is 0.680. (9) The reactants are [F:1][CH:2]([F:30])[N:3]1[N:19]=[CH:18][C:17]2[NH:16][C:15](=[O:20])[CH2:14][CH2:13][CH2:12][CH2:11][C@H:10]([NH:21]C(=O)OC(C)(C)C)[C:9]3[CH:29]=[C:5]([CH:6]=[CH:7][N:8]=3)[C:4]1=2.O1CCOCC1.[ClH:37]. No catalyst specified. The product is [ClH:37].[ClH:37].[NH2:21][C@@H:10]1[C:9]2[CH:29]=[C:5]([CH:6]=[CH:7][N:8]=2)[C:4]2[N:3]([CH:2]([F:1])[F:30])[N:19]=[CH:18][C:17]=2[NH:16][C:15](=[O:20])[CH2:14][CH2:13][CH2:12][CH2:11]1. The yield is 1.04. (10) The reactants are [C:1]([C:3]1[CH:4]=[C:5]2[C:9](=[CH:10][CH:11]=1)[NH:8][CH:7]=[CH:6]2)#[N:2].[H-].[Na+].[CH3:14][O:15][C:16]1[CH:21]=[CH:20][C:19]([S:22](Cl)(=[O:24])=[O:23])=[CH:18][C:17]=1[N:26]1[CH2:31][CH2:30][N:29]([C:32](=[O:37])[C:33]([Cl:36])([Cl:35])[Cl:34])[CH2:28][CH2:27]1. The catalyst is C1COCC1. The product is [CH3:14][O:15][C:16]1[CH:21]=[CH:20][C:19]([S:22]([N:8]2[C:9]3[C:5](=[CH:4][C:3]([C:1]#[N:2])=[CH:11][CH:10]=3)[CH:6]=[CH:7]2)(=[O:23])=[O:24])=[CH:18][C:17]=1[N:26]1[CH2:31][CH2:30][N:29]([C:32](=[O:37])[C:33]([Cl:36])([Cl:35])[Cl:34])[CH2:28][CH2:27]1. The yield is 0.930.